From a dataset of Full USPTO retrosynthesis dataset with 1.9M reactions from patents (1976-2016). Predict the reactants needed to synthesize the given product. (1) Given the product [CH2:21]([CH:9]1[CH2:10][CH2:11][N:7]([CH:1]2[CH2:2][CH2:3][CH2:4][CH2:5][CH2:6]2)[C:8]1=[O:12])[C:22]1[CH:27]=[CH:26][CH:25]=[CH:24][CH:23]=1, predict the reactants needed to synthesize it. The reactants are: [CH:1]1([N:7]2[CH2:11][CH2:10][CH2:9][C:8]2=[O:12])[CH2:6][CH2:5][CH2:4][CH2:3][CH2:2]1.[Li+].CC([N-]C(C)C)C.[CH2:21](Br)[C:22]1[CH:27]=[CH:26][CH:25]=[CH:24][CH:23]=1. (2) The reactants are: Cl[C:2]1[N:3]=[C:4]2[C:9](=[CH:10][CH:11]=1)[N:8]=[CH:7][C:6]([C:12]([CH:14]1[CH2:16][CH2:15]1)=[O:13])=[C:5]2[NH:17][C:18]1[CH:19]=[CH:20][C:21]([N:24]2[CH2:29][CH2:28][CH2:27][C@@H:26]([NH:30][C:31](=[O:37])[O:32][C:33]([CH3:36])([CH3:35])[CH3:34])[CH2:25]2)=[N:22][CH:23]=1.[Cl:38][C:39]1[CH:44]=[C:43](B2OC(C)(C)C(C)(C)O2)[CH:42]=[C:41]([Cl:54])[C:40]=1[OH:55]. Given the product [CH:14]1([C:12]([C:6]2[CH:7]=[N:8][C:9]3[C:4]([C:5]=2[NH:17][C:18]2[CH:19]=[CH:20][C:21]([N:24]4[CH2:29][CH2:28][CH2:27][C@@H:26]([NH:30][C:31](=[O:37])[O:32][C:33]([CH3:34])([CH3:35])[CH3:36])[CH2:25]4)=[N:22][CH:23]=2)=[N:3][C:2]([C:43]2[CH:44]=[C:39]([Cl:38])[C:40]([OH:55])=[C:41]([Cl:54])[CH:42]=2)=[CH:11][CH:10]=3)=[O:13])[CH2:16][CH2:15]1, predict the reactants needed to synthesize it. (3) The reactants are: [O:1]=[C:2]1[CH2:7][CH2:6][CH2:5][CH2:4][CH:3]1[C:8]([O:10][CH2:11][CH3:12])=[O:9].[CH3:13]C[O-].[Na+].CI. Given the product [CH3:13][C:3]1([C:8]([O:10][CH2:11][CH3:12])=[O:9])[CH2:4][CH2:5][CH2:6][CH2:7][C:2]1=[O:1], predict the reactants needed to synthesize it.